Predict the product of the given reaction. From a dataset of Forward reaction prediction with 1.9M reactions from USPTO patents (1976-2016). (1) Given the reactants [CH:1]([C:4]1[CH:5]=[C:6]([CH:9]=[C:10]([CH:14]([CH3:16])[CH3:15])[C:11]=1[O:12][CH3:13])[CH:7]=O)([CH3:3])[CH3:2].[Cl:17][C:18]1[CH:19]=[C:20]2[C:24](=[CH:25][CH:26]=1)[NH:23][C:22](=[O:27])[CH2:21]2, predict the reaction product. The product is: [Cl:17][C:18]1[CH:19]=[C:20]2[C:24](=[CH:25][CH:26]=1)[NH:23][C:22](=[O:27])[C:21]2=[CH:7][C:6]1[CH:5]=[C:4]([CH:1]([CH3:3])[CH3:2])[C:11]([O:12][CH3:13])=[C:10]([CH:14]([CH3:16])[CH3:15])[CH:9]=1. (2) Given the reactants O.[PH2]([O-])=O.[Na+].C=C.[O-]S(OOS([O-])(=O)=O)(=O)=O.[Na+].[Na+].S(=O)(=O)(O)O.[OH-].[Al+3:26].[OH-].[OH-].[Al+3].[CH2:30]([P:32](CC)(=[O:34])[O-:33])[CH3:31].[CH2:37]([P:39](CC)(=[O:41])[O-:40])[CH3:38].[CH2:44]([P:46](CC)(=[O:48])[O-:47])[CH3:45], predict the reaction product. The product is: [Al+3:26].[CH2:30]([P:32]([O-:34])[O-:33])[CH3:31].[CH2:37]([P:39]([O-:41])[O-:40])[CH3:38].[CH2:44]([P:46]([O-:48])[O-:47])[CH3:45].[Al+3:26]. (3) The product is: [C:41]([C:43]1([NH:49][C:7]([C:3]2[S:4][CH:5]=[CH:6][C:2]=2[OH:1])=[O:9])[CH2:48][CH2:47][CH2:46][CH2:45][CH2:44]1)#[CH:42]. Given the reactants [OH:1][C:2]1[CH:6]=[CH:5][S:4][C:3]=1[C:7]([OH:9])=O.CN(C(ON1N=NC2C=CC=NC1=2)=[N+](C)C)C.F[P-](F)(F)(F)(F)F.C(N(CC)CC)C.[C:41]([C:43]1([NH2:49])[CH2:48][CH2:47][CH2:46][CH2:45][CH2:44]1)#[CH:42], predict the reaction product. (4) The product is: [CH3:14][C:15]1([CH3:21])[CH2:19][N:18]([C:2]2[CH:7]=[CH:6][C:5]([C:8]#[C:9][Si:10]([CH3:13])([CH3:12])[CH3:11])=[CH:4][N:3]=2)[C:17](=[O:20])[CH2:16]1. Given the reactants Br[C:2]1[CH:7]=[CH:6][C:5]([C:8]#[C:9][Si:10]([CH3:13])([CH3:12])[CH3:11])=[CH:4][N:3]=1.[CH3:14][C:15]1([CH3:21])[CH2:19][NH:18][C:17](=[O:20])[CH2:16]1.C(=O)([O-])[O-].[Cs+].[Cs+], predict the reaction product. (5) Given the reactants [CH:1]([C:3]1[C:4]([CH3:26])=[C:5]([C:9]2[N:13]=[C:12]([C:14]3[CH:15]=[CH:16][C:17]([O:22][CH:23]([CH3:25])[CH3:24])=[C:18]([CH:21]=3)[C:19]#[N:20])[O:11][N:10]=2)[CH:6]=[CH:7][CH:8]=1)=[O:2].C1C=C(Cl)C=C(C(OO)=[O:35])C=1, predict the reaction product. The product is: [C:19]([C:18]1[CH:21]=[C:14]([C:12]2[O:11][N:10]=[C:9]([C:5]3[C:4]([CH3:26])=[C:3]([CH:8]=[CH:7][CH:6]=3)[C:1]([OH:35])=[O:2])[N:13]=2)[CH:15]=[CH:16][C:17]=1[O:22][CH:23]([CH3:24])[CH3:25])#[N:20]. (6) Given the reactants C(OC(=O)[NH:10][CH2:11][CH2:12][O:13][C@@H:14]1[O:22][C@H:21]([CH2:23][OH:24])[C@@H:19]([OH:20])[C@H:17]([OH:18])[C@@H:15]1[OH:16])C1C=CC=CC=1, predict the reaction product. The product is: [O:13]([CH2:12][CH2:11][NH2:10])[C@@H:14]1[O:22][C@H:21]([CH2:23][OH:24])[C@@H:19]([OH:20])[C@H:17]([OH:18])[C@@H:15]1[OH:16]. (7) Given the reactants [CH3:1][O:2][C:3]1[CH:4]=[C:5]([Mg]Br)[CH:6]=[CH:7][CH:8]=1.BrC1C=C(OC)C=CC=1.[Mg].Br[C:22]1[CH:27]=[CH:26][CH:25]=[CH:24][N:23]=1.Cl, predict the reaction product. The product is: [CH3:1][O:2][C:3]1[CH:4]=[C:5]([C:22]2[CH:27]=[CH:26][CH:25]=[CH:24][N:23]=2)[CH:6]=[CH:7][CH:8]=1.